From a dataset of Forward reaction prediction with 1.9M reactions from USPTO patents (1976-2016). Predict the product of the given reaction. (1) Given the reactants [Cl-].[Na+].[Cl-].[Ca+2].[Cl-].[OH2:6].C1O[C@H]2[C@H](O)[C@H]([O:15][C@@H:16]3[C@@H:21]([OH:22])[C@H:20]([O:23][C@H:24]4[C@@H:28]5[C@H:29]([OH:44])[C@H:30]([O:32][C@@H]6[C@@H](O)[C@H](O)O[C@H](CO)[C@@H]6O)[O:31][C@H:25]4[CH2:26][O:27]5)[O:19][C@H:18]([CH2:45][OH:46])[C@@H:17]3[OH:47])O[C@@H]1[C@H]2O, predict the reaction product. The product is: [CH2:26]1[O:6][C@H:28]2[C@H:29]([OH:44])[C@H:30]([OH:32])[O:31][C@@H:25]1[C@H:24]2[O:23][C@@H:20]1[O:19][C@H:18]([CH2:45][OH:46])[C@H:17]([OH:47])[C@H:16]([O:32][C@@H:30]2[O:31][C@H:25]3[CH2:26][O:27][C@H:28]([C@@H:24]3[O:23][C@@H:20]3[O:19][C@H:18]([CH2:45][OH:46])[C@H:17]([OH:47])[C@H:16]([OH:15])[C@H:21]3[OH:22])[C@@H:29]2[OH:44])[C@H:21]1[OH:22]. (2) The product is: [F:21][C:22]1[CH:30]=[C:29]2[C:25]([C:26]([C:40]3[CH:41]=[N:42][N:43]([CH:45]4[CH2:46][CH2:47][N:48]([C:51](=[O:61])[CH2:52][NH:53][C:54](=[O:60])[O:55][C:56]([CH3:57])([CH3:59])[CH3:58])[CH2:49][CH2:50]4)[CH:44]=3)=[CH:27][NH:28]2)=[CH:24][CH:23]=1. Given the reactants FC1C=C2C(C(I)=CN2S(C2C=CC=CC=2)(=O)=O)=CC=1.[F:21][C:22]1[CH:30]=[C:29]2[C:25]([C:26]([C:40]3[CH:41]=[N:42][N:43]([CH:45]4[CH2:50][CH2:49][N:48]([C:51](=[O:61])[CH2:52][NH:53][C:54](=[O:60])[O:55][C:56]([CH3:59])([CH3:58])[CH3:57])[CH2:47][CH2:46]4)[CH:44]=3)=[CH:27][N:28]2S(C2C=CC=CC=2)(=O)=O)=[CH:24][CH:23]=1, predict the reaction product.